Dataset: Full USPTO retrosynthesis dataset with 1.9M reactions from patents (1976-2016). Task: Predict the reactants needed to synthesize the given product. (1) The reactants are: [Cl:1][C:2]1[CH:7]=[CH:6][C:5]([C:8]2[C:13]3=[N:14][C:15]([CH3:18])=[CH:16][N:17]=[C:12]3[CH:11]=[N:10][CH:9]=2)=[CH:4][CH:3]=1.[Se](=O)=[O:20].Cl([O-])=O.[Na+].P([O-])(O)(O)=O.[Na+].[OH2:32]. Given the product [Cl:1][C:2]1[CH:3]=[CH:4][C:5]([C:8]2[C:13]3=[N:14][C:15]([C:18]([OH:20])=[O:32])=[CH:16][N:17]=[C:12]3[CH:11]=[N:10][CH:9]=2)=[CH:6][CH:7]=1, predict the reactants needed to synthesize it. (2) Given the product [F:14][C:3]([F:2])([C:7]1[CH:8]=[N:9][C:10]([CH3:13])=[CH:11][CH:12]=1)[C:4]([N:30]1[CH2:31][CH2:32][CH:33]([NH:36][C:37](=[O:43])[O:38][C:39]([CH3:41])([CH3:40])[CH3:42])[CH2:34][CH2:35]1)=[O:6], predict the reactants needed to synthesize it. The reactants are: Cl.[F:2][C:3]([F:14])([C:7]1[CH:8]=[N:9][C:10]([CH3:13])=[CH:11][CH:12]=1)[C:4]([OH:6])=O.C(Cl)(=O)C(Cl)=O.CCN(C(C)C)C(C)C.[NH:30]1[CH2:35][CH2:34][CH:33]([NH:36][C:37](=[O:43])[O:38][C:39]([CH3:42])([CH3:41])[CH3:40])[CH2:32][CH2:31]1.C(O)(=O)CC(CC(O)=O)(C(O)=O)O. (3) Given the product [C:1]([O:5][C:6](=[O:21])[NH:7][CH2:8][CH2:9][CH2:10][CH2:11][N:12]([CH2:29][C:24]1[C:23]([CH3:22])=[CH:28][CH:27]=[CH:26][N:25]=1)[CH:13]([C:15]1[CH:20]=[N:19][CH:18]=[CH:17][N:16]=1)[CH3:14])([CH3:2])([CH3:3])[CH3:4], predict the reactants needed to synthesize it. The reactants are: [C:1]([O:5][C:6](=[O:21])[NH:7][CH2:8][CH2:9][CH2:10][CH2:11][NH:12][CH:13]([C:15]1[CH:20]=[N:19][CH:18]=[CH:17][N:16]=1)[CH3:14])([CH3:4])([CH3:3])[CH3:2].[CH3:22][C:23]1[C:24]([CH:29]=O)=[N:25][CH:26]=[CH:27][CH:28]=1.[BH-](OC(C)=O)(OC(C)=O)OC(C)=O.[Na+].